From a dataset of Peptide-MHC class I binding affinity with 185,985 pairs from IEDB/IMGT. Regression. Given a peptide amino acid sequence and an MHC pseudo amino acid sequence, predict their binding affinity value. This is MHC class I binding data. The peptide sequence is FPYSIPATLL. The MHC is HLA-B53:01 with pseudo-sequence HLA-B53:01. The binding affinity (normalized) is 0.787.